This data is from Forward reaction prediction with 1.9M reactions from USPTO patents (1976-2016). The task is: Predict the product of the given reaction. (1) Given the reactants [O:1]=[S:2]1(=[O:57])[CH2:7][CH2:6][N:5]([CH2:8][CH2:9][NH:10][C@:11]23[CH2:53][CH2:52][C@@H:51]([C:54]([CH3:56])=[CH2:55])[C@@H:12]2[C@@H:13]2[C@@:26]([CH3:29])([CH2:27][CH2:28]3)[C@@:25]3([CH3:30])[C@@H:16]([C@:17]4([CH3:50])[C@@H:22]([CH2:23][CH2:24]3)[C:21]([CH3:32])([CH3:31])[C:20]([C:33]3[CH2:38][CH2:37][C@:36]([CH2:48][F:49])([C:39]([O:41][CH2:42][CH2:43][Si:44]([CH3:47])([CH3:46])[CH3:45])=[O:40])[CH2:35][CH:34]=3)=[CH:19][CH2:18]4)[CH2:15][CH2:14]2)[CH2:4][CH2:3]1, predict the reaction product. The product is: [O:57]=[S:2]1(=[O:1])[CH2:7][CH2:6][N:5]([CH2:8][CH2:9][NH:10][C@:11]23[CH2:53][CH2:52][C@@H:51]([CH:54]([CH3:55])[CH3:56])[C@@H:12]2[C@@H:13]2[C@@:26]([CH3:29])([CH2:27][CH2:28]3)[C@@:25]3([CH3:30])[C@@H:16]([C@:17]4([CH3:50])[C@@H:22]([CH2:23][CH2:24]3)[C:21]([CH3:31])([CH3:32])[C:20]([C:33]3[CH2:38][CH2:37][C@:36]([CH2:48][F:49])([C:39]([O:41][CH2:42][CH2:43][Si:44]([CH3:45])([CH3:46])[CH3:47])=[O:40])[CH2:35][CH:34]=3)=[CH:19][CH2:18]4)[CH2:15][CH2:14]2)[CH2:4][CH2:3]1. (2) Given the reactants [CH:1]1([CH2:7][N:8]2[CH2:12][C@@H:11]([NH:13][C:14]([C:16]3[CH:25]=[CH:24][C:23]4[C:18](=[CH:19][CH:20]=[CH:21][CH:22]=4)[C:17]=3[OH:26])=[O:15])[CH2:10][C@H:9]2[C:27](O)=[O:28])[CH2:6][CH2:5][CH2:4][CH2:3][CH2:2]1.[NH:30]1[CH2:33][CH2:32][CH2:31]1, predict the reaction product. The product is: [N:30]1([C:27]([C@H:9]2[N:8]([CH2:7][CH:1]3[CH2:6][CH2:5][CH2:4][CH2:3][CH2:2]3)[CH2:12][C@@H:11]([NH:13][C:14]([C:16]3[CH:25]=[CH:24][C:23]4[C:18](=[CH:19][CH:20]=[CH:21][CH:22]=4)[C:17]=3[OH:26])=[O:15])[CH2:10]2)=[O:28])[CH2:33][CH2:32][CH2:31]1.